This data is from Reaction yield outcomes from USPTO patents with 853,638 reactions. The task is: Predict the reaction yield, written as a fraction of the theoretical maximum amount of product (1.0 means a 100% yield; for example, 0.34 means a 34% yield). (1) The reactants are Br[C:2]1[CH:16]=[CH:15][C:5]([CH2:6][N:7]2[C@H:12]([CH3:13])[CH2:11][CH2:10][CH2:9][C@@H:8]2[CH3:14])=[CH:4][CH:3]=1.[B:17]1([B:17]2[O:21][C:20]([CH3:23])([CH3:22])[C:19]([CH3:25])([CH3:24])[O:18]2)[O:21][C:20]([CH3:23])([CH3:22])[C:19]([CH3:25])([CH3:24])[O:18]1.C([O-])(=O)C.[K+]. The catalyst is O1CCOCC1.CS(C)=O.C(OCC)(=O)C. The product is [CH3:14][C@H:8]1[CH2:9][CH2:10][CH2:11][C@@H:12]([CH3:13])[N:7]1[CH2:6][C:5]1[CH:15]=[CH:16][C:2]([B:17]2[O:21][C:20]([CH3:23])([CH3:22])[C:19]([CH3:25])([CH3:24])[O:18]2)=[CH:3][CH:4]=1. The yield is 0.780. (2) The reactants are Cl[C:2]1[CH:3]=[CH:4][N:5]2[C:10]([C:11]=1[CH3:12])=[C:9]([CH:13]1[CH2:15][CH2:14]1)[CH:8]=[C:7]([C:16]([O:18][CH3:19])=[O:17])[C:6]2=[O:20].[F:21][C:22]1[CH:28]=[CH:27][C:26](B2OC(C)(C)C(C)(C)O2)=[CH:25][C:23]=1[NH2:24]. No catalyst specified. The product is [NH2:24][C:23]1[CH:25]=[C:26]([C:2]2[CH:3]=[CH:4][N:5]3[C:10]([C:11]=2[CH3:12])=[C:9]([CH:13]2[CH2:15][CH2:14]2)[CH:8]=[C:7]([C:16]([O:18][CH3:19])=[O:17])[C:6]3=[O:20])[CH:27]=[CH:28][C:22]=1[F:21]. The yield is 0.980.